From a dataset of Peptide-MHC class I binding affinity with 185,985 pairs from IEDB/IMGT. Regression. Given a peptide amino acid sequence and an MHC pseudo amino acid sequence, predict their binding affinity value. This is MHC class I binding data. (1) The peptide sequence is GVNNLEHGL. The MHC is HLA-A02:01 with pseudo-sequence HLA-A02:01. The binding affinity (normalized) is 0.189. (2) The MHC is Mamu-A01 with pseudo-sequence Mamu-A01. The peptide sequence is YTDSIQDLL. The binding affinity (normalized) is 0.517. (3) The peptide sequence is KRHRILDMYM. The MHC is Mamu-B08 with pseudo-sequence Mamu-B08. The binding affinity (normalized) is 0.535. (4) The peptide sequence is RPVFARLPF. The MHC is HLA-B15:01 with pseudo-sequence HLA-B15:01. The binding affinity (normalized) is 0.0847. (5) The peptide sequence is HTLWKAGILY. The MHC is HLA-A68:01 with pseudo-sequence HLA-A68:01. The binding affinity (normalized) is 0.186. (6) The peptide sequence is TPVEHGLVL. The MHC is HLA-B58:01 with pseudo-sequence HLA-B58:01. The binding affinity (normalized) is 0.0847. (7) The peptide sequence is GTQDQSLYL. The MHC is HLA-A11:01 with pseudo-sequence HLA-A11:01. The binding affinity (normalized) is 0.213. (8) The peptide sequence is EEQELLLLY. The MHC is HLA-A01:01 with pseudo-sequence HLA-A01:01. The binding affinity (normalized) is 0.255.